Dataset: Reaction yield outcomes from USPTO patents with 853,638 reactions. Task: Predict the reaction yield, written as a fraction of the theoretical maximum amount of product (1.0 means a 100% yield; for example, 0.34 means a 34% yield). (1) The reactants are Br[C:2]1[C:3]([CH3:16])=[C:4]([CH3:15])[C:5]2[O:9][C:8]([CH2:11][OH:12])([CH3:10])[CH2:7][C:6]=2[C:13]=1[CH3:14].[CH:17]([C:20]1[CH:25]=[CH:24][C:23]([N:26]2[CH2:31][CH2:30][NH:29][CH2:28][CH2:27]2)=[CH:22][CH:21]=1)([CH3:19])[CH3:18]. No catalyst specified. The product is [CH3:10][C:8]1([CH2:11][OH:12])[CH2:7][C:6]2[C:13]([CH3:14])=[C:2]([N:29]3[CH2:30][CH2:31][N:26]([C:23]4[CH:24]=[CH:25][C:20]([CH:17]([CH3:19])[CH3:18])=[CH:21][CH:22]=4)[CH2:27][CH2:28]3)[C:3]([CH3:16])=[C:4]([CH3:15])[C:5]=2[O:9]1. The yield is 0.0600. (2) The reactants are [Cl:1][C:2]1[N:10]([CH2:11][CH:12]=[CH2:13])[C:9]2[C:8](=[O:14])[NH:7][C:6](=[O:15])[NH:5][C:4]=2[N:3]=1.C(=O)([O-])[O-].[Na+].[Na+].[CH2:22](I)[CH2:23][CH2:24][CH2:25][CH3:26]. The catalyst is CN(C=O)C.O. The product is [Cl:1][C:2]1[N:10]([CH2:11][CH:12]=[CH2:13])[C:9]2[C:8](=[O:14])[NH:7][C:6](=[O:15])[N:5]([CH2:22][CH2:23][CH2:24][CH2:25][CH3:26])[C:4]=2[N:3]=1. The yield is 0.740. (3) The reactants are ClC1C=C([C:9](=[O:17])[CH2:10][C:11]2[CH:16]=[CH:15][CH:14]=[CH:13][CH:12]=2)C=C(Cl)C=1.Br[C:19]1[CH:24]=[C:23]([F:25])[CH:22]=[C:21]([F:26])[CH:20]=1. No catalyst specified. The product is [F:26][C:21]1[CH:20]=[C:19]([C:9](=[O:17])[CH2:10][C:11]2[CH:16]=[CH:15][CH:14]=[CH:13][CH:12]=2)[CH:24]=[C:23]([F:25])[CH:22]=1. The yield is 0.103. (4) The reactants are Br[CH:2]([C:12]1[CH:17]=[N:16][CH:15]=[C:14]([CH3:18])[N:13]=1)[CH:3](Br)[C:4]1[CH:9]=[CH:8][CH:7]=[C:6]([F:10])[CH:5]=1.C1CCN2C(=NCCC2)CC1.CCCCCC.C(OCC)(=O)C. The catalyst is C1COCC1. The product is [F:10][C:6]1[CH:5]=[C:4]([C:3]#[C:2][C:12]2[CH:17]=[N:16][CH:15]=[C:14]([CH3:18])[N:13]=2)[CH:9]=[CH:8][CH:7]=1. The yield is 0.250. (5) The reactants are [N:1]1[CH:6]=[CH:5][CH:4]=[CH:3][C:2]=1[S:7][C:8]1[CH:13]=[CH:12][C:11]([N+:14]([O-])=O)=[CH:10][CH:9]=1.C([O-])([O-])=O.[K+].[K+]. The catalyst is CC(O)=O.CCOC(C)=O.O.[Fe]. The product is [N:1]1[CH:6]=[CH:5][CH:4]=[CH:3][C:2]=1[S:7][C:8]1[CH:13]=[CH:12][C:11]([NH2:14])=[CH:10][CH:9]=1. The yield is 0.700.